This data is from Reaction yield outcomes from USPTO patents with 853,638 reactions. The task is: Predict the reaction yield, written as a fraction of the theoretical maximum amount of product (1.0 means a 100% yield; for example, 0.34 means a 34% yield). (1) The yield is 0.720. The product is [Cl:19][CH2:18][CH2:17][CH2:16][C:15]([C:12]1[CH:11]=[CH:10][C:9]([C:6]([CH3:8])([CH3:7])[C:2]([OH:4])=[O:3])=[CH:14][CH:13]=1)=[O:20]. The catalyst is [Cl-].C([N+](CC)(CC)CC)C.CN(C)C=O.[Ag]. The reactants are [Mg].[C:2](=[O:4])=[O:3].Cl[C:6]([C:9]1[CH:14]=[CH:13][C:12]([C:15](=[O:20])[CH2:16][CH2:17][CH2:18][Cl:19])=[CH:11][CH:10]=1)([CH3:8])[CH3:7].Cl. (2) The catalyst is C1COCC1. The yield is 0.660. The reactants are [Br:1][C:2]1[N:7]=[C:6]([CH2:8]O)[CH:5]=[CH:4][CH:3]=1.C1(P(C2C=CC=CC=2)C2C=CC=CC=2)C=CC=CC=1.[C:29]1(=[O:39])[NH:33][C:32](=[O:34])[C:31]2=[CH:35][CH:36]=[CH:37][CH:38]=[C:30]12.CCOC(/N=N/C(OCC)=O)=O. The product is [Br:1][C:2]1[N:7]=[C:6]([CH2:8][N:33]2[C:29](=[O:39])[C:30]3[C:31](=[CH:35][CH:36]=[CH:37][CH:38]=3)[C:32]2=[O:34])[CH:5]=[CH:4][CH:3]=1. (3) The reactants are [CH2:1]([NH:8][C:9](=[O:18])[C:10]1[CH:15]=[CH:14][C:13]([NH:16][NH2:17])=[N:12][CH:11]=1)[C:2]1[CH:7]=[CH:6][CH:5]=[CH:4][CH:3]=1.[C:19]([C:21]1[CH:26]=[CH:25][C:24]([C:27](=[CH:33]N(C)C)[C:28](OCC)=[O:29])=[C:23]([F:37])[CH:22]=1)#[N:20].C(O)(=O)C.CCN(C(C)C)C(C)C. The catalyst is CC(O)C.CS(C)=O. The product is [CH2:1]([NH:8][C:9](=[O:18])[C:10]1[CH:15]=[CH:14][C:13]([N:16]2[C:28]([OH:29])=[C:27]([C:24]3[CH:25]=[CH:26][C:21]([C:19]#[N:20])=[CH:22][C:23]=3[F:37])[CH:33]=[N:17]2)=[N:12][CH:11]=1)[C:2]1[CH:3]=[CH:4][CH:5]=[CH:6][CH:7]=1. The yield is 0.100.